Task: Predict which catalyst facilitates the given reaction.. Dataset: Catalyst prediction with 721,799 reactions and 888 catalyst types from USPTO (1) Reactant: [OH:1][C:2]1[CH:11]=[C:10]2[C:5]([CH:6]=[C:7]([CH:12]=[O:13])[CH:8]=[N:9]2)=[CH:4][CH:3]=1.Br[CH2:15][CH2:16][CH2:17][CH2:18][CH2:19][CH2:20][CH3:21].C([O-])([O-])=O.[K+].[K+].O. Product: [CH2:15]([O:1][C:2]1[CH:11]=[C:10]2[C:5]([CH:6]=[C:7]([CH:12]=[O:13])[CH:8]=[N:9]2)=[CH:4][CH:3]=1)[CH2:16][CH2:17][CH2:18][CH2:19][CH2:20][CH3:21]. The catalyst class is: 3. (2) Reactant: C([O:3][C:4](=[O:13])[C:5]([C:7]1[S:8][C:9]([Cl:12])=[CH:10][CH:11]=1)=[O:6])C.[OH-].[Na+].Cl. Product: [Cl:12][C:9]1[S:8][C:7]([C:5](=[O:6])[C:4]([OH:13])=[O:3])=[CH:11][CH:10]=1. The catalyst class is: 72.